Dataset: Forward reaction prediction with 1.9M reactions from USPTO patents (1976-2016). Task: Predict the product of the given reaction. The product is: [F:37][C:31]1[CH:32]=[CH:33][CH:34]=[C:35]([F:36])[C:30]=1[C:27]1[CH:28]=[C:29]2[C:24](=[CH:25][CH:26]=1)[NH:23][CH:22]=[C:21]2[C:19]1[N:20]=[C:15]([N:11]2[CH2:12][CH2:13][CH2:14][CH:9]([NH2:8])[CH2:10]2)[CH:16]=[N:17][CH:18]=1. Given the reactants C(OC([NH:8][CH:9]1[CH2:14][CH2:13][CH2:12][N:11]([C:15]2[N:20]=[C:19]([C:21]3[C:29]4[C:24](=[CH:25][CH:26]=[C:27]([C:30]5[C:35]([F:36])=[CH:34][CH:33]=[CH:32][C:31]=5[F:37])[CH:28]=4)[N:23](C(OC(C)(C)C)=O)[CH:22]=3)[CH:18]=[N:17][CH:16]=2)[CH2:10]1)=O)(C)(C)C.C(O)(C(F)(F)F)=O, predict the reaction product.